From a dataset of Full USPTO retrosynthesis dataset with 1.9M reactions from patents (1976-2016). Predict the reactants needed to synthesize the given product. (1) Given the product [F:46][C:47]1[CH:48]=[C:49]([CH:88]=[CH:89][CH:90]=1)[CH2:50][N:51]1[CH:55]=[C:54]([C:56]2[C:64]3[C:59](=[N:60][CH:61]=[C:62]([C:65]4[CH:66]=[CH:67][C:68]([C:71]5[CH2:72][CH2:73][N:74]([CH3:77])[CH2:75][CH:76]=5)=[CH:69][CH:70]=4)[CH:63]=3)[NH:58][CH:57]=2)[CH:53]=[N:52]1, predict the reactants needed to synthesize it. The reactants are: Cl.FC1C=C(C=CC=1)CN1C=C(C2C3C(=NC=C(C4C=CC(C5CCNCC5)=CC=4)C=3)N(S(C3C=CC(C)=CC=3)(=O)=O)C=2)C=N1.[F:46][C:47]1[CH:48]=[C:49]([CH:88]=[CH:89][CH:90]=1)[CH2:50][N:51]1[CH:55]=[C:54]([C:56]2[C:64]3[C:59](=[N:60][CH:61]=[C:62]([C:65]4[CH:70]=[CH:69][C:68]([C:71]5[CH2:72][CH2:73][N:74]([CH3:77])[CH2:75][CH:76]=5)=[CH:67][CH:66]=4)[CH:63]=3)[N:58](S(C3C=CC(C)=CC=3)(=O)=O)[CH:57]=2)[CH:53]=[N:52]1.[OH-].[Li+]. (2) Given the product [F:18][C:17]1[CH:16]=[CH:15][CH:14]=[C:13]([C:19]2[N:20]=[CH:21][CH:22]=[CH:23][N:24]=2)[C:12]=1[C:10]([N:4]1[CH2:5][CH2:6][CH2:7][C@@H:8]([CH3:9])[C@H:3]1[CH2:2][NH:1][C:26]1[N:31]=[CH:30][C:29]([C:32]([F:35])([F:34])[F:33])=[CH:28][N:27]=1)=[O:11], predict the reactants needed to synthesize it. The reactants are: [NH2:1][CH2:2][C@@H:3]1[C@H:8]([CH3:9])[CH2:7][CH2:6][CH2:5][N:4]1[C:10]([C:12]1[C:17]([F:18])=[CH:16][CH:15]=[CH:14][C:13]=1[C:19]1[N:24]=[CH:23][CH:22]=[CH:21][N:20]=1)=[O:11].Cl[C:26]1[N:31]=[CH:30][C:29]([C:32]([F:35])([F:34])[F:33])=[CH:28][N:27]=1. (3) Given the product [OH:2][C:3]1[CH:4]=[C:5]([NH:11][C:12]2[N:17]=[C:16]([NH:18][C:19]3[CH:24]=[CH:23][CH:22]=[C:21]([OH:28])[CH:20]=3)[CH:15]=[C:14]([C:36]3[CH:37]=[CH:38][CH:39]=[CH:40][CH:41]=3)[N:13]=2)[CH:6]=[CH:7][CH:8]=1, predict the reactants needed to synthesize it. The reactants are: C1CO[C:8]2[CH:7]=[CH:6][C:5]([NH:11][C:12]3[N:17]=[C:16]([NH:18][C:19]4[CH:24]=[CH:23][C:22]5OCC[O:28][C:21]=5[CH:20]=4)[C:15](C4C=CC=CC=4)=[CH:14][N:13]=3)=[CH:4][C:3]=2[O:2]1.O[C:36]1[CH:37]=[C:38](NC2N=C(N[C:36]3[CH:41]=[CH:40][CH:39]=[C:38](O)[CH:37]=3)C=C(Cl)N=2)[CH:39]=[CH:40][CH:41]=1.C1(B(O)O)C=CC=CC=1. (4) Given the product [F:22][C:23]([F:36])([F:35])[S:24]([O:1][C:2]1[CH:11]=[C:10]2[C:5]([CH:6]=[CH:7][CH:8]=[C:9]2[C:12]([O:14][CH3:15])=[O:13])=[CH:4][CH:3]=1)(=[O:26])=[O:25], predict the reactants needed to synthesize it. The reactants are: [OH:1][C:2]1[CH:11]=[C:10]2[C:5]([CH:6]=[CH:7][CH:8]=[C:9]2[C:12]([O:14][CH3:15])=[O:13])=[CH:4][CH:3]=1.N1C=CC=CC=1.[F:22][C:23]([F:36])([F:35])[S:24](O[S:24]([C:23]([F:36])([F:35])[F:22])(=[O:26])=[O:25])(=[O:26])=[O:25]. (5) Given the product [CH3:11][O:12][C:13]1[CH:20]=[CH:19][C:16]([CH2:17][NH:10][C:8]2[CH:7]=[CH:6][C:5]3[N:1]=[CH:2][NH:3][C:4]=3[CH:9]=2)=[CH:15][CH:14]=1, predict the reactants needed to synthesize it. The reactants are: [N:1]1[C:5]2[CH:6]=[CH:7][C:8]([NH2:10])=[CH:9][C:4]=2[NH:3][CH:2]=1.[CH3:11][O:12][C:13]1[CH:20]=[CH:19][C:16]([CH:17]=O)=[CH:15][CH:14]=1.[BH4-].[Na+].[OH-].[Na+]. (6) Given the product [F:24][C:20]1[CH:19]=[CH:18][CH:23]=[CH:22][C:21]=1[CH2:26][O:3][C:4]1[C:13]2[C:8](=[CH:9][CH:10]=[CH:11][CH:12]=2)[C:7]([CH:14]=[O:15])=[CH:6][CH:5]=1, predict the reactants needed to synthesize it. The reactants are: [H-].[Na+].[OH:3][C:4]1[C:13]2[C:8](=[CH:9][CH:10]=[CH:11][CH:12]=2)[C:7]([CH:14]=[O:15])=[CH:6][CH:5]=1.BrC[C:18]1[CH:23]=[CH:22][CH:21]=[C:20]([F:24])[CH:19]=1.Cl.[CH3:26]N(C)C=O. (7) Given the product [Cl:48][C:41]1[N:42]=[C:43]2[N:47]([C:40]=1[S:37]([N:30]1[C:31]3[C:36](=[CH:35][CH:34]=[CH:33][CH:32]=3)[C:28]([CH2:27][CH2:26][NH:25][C:24]([O:23][C@@H:7]3[O:6][C@H:5]([C:3]([OH:4])=[O:2])[C@@H:10]([OH:11])[C@H:9]([OH:15])[C@H:8]3[OH:19])=[O:49])=[CH:29]1)(=[O:38])=[O:39])[CH:46]=[CH:45][S:44]2, predict the reactants needed to synthesize it. The reactants are: C[O:2][C:3]([CH:5]1[CH:10]([O:11]C(=O)C)[CH:9]([O:15]C(=O)C)[CH:8]([O:19]C(=O)C)[CH:7]([O:23][C:24](=[O:49])[NH:25][CH2:26][CH2:27][C:28]2[C:36]3[C:31](=[CH:32][CH:33]=[CH:34][CH:35]=3)[N:30]([S:37]([C:40]3[N:47]4[C:43]([S:44][CH:45]=[CH:46]4)=[N:42][C:41]=3[Cl:48])(=[O:39])=[O:38])[CH:29]=2)[O:6]1)=[O:4].CO.O[Li].O. (8) Given the product [O:16]([C:14]1[CH:15]=[C:10]([CH2:9][OH:8])[CH:11]=[N:12][CH:13]=1)[C:17]1[CH:18]=[CH:19][CH:20]=[CH:21][CH:22]=1, predict the reactants needed to synthesize it. The reactants are: [H-].[Al+3].[Li+].[H-].[H-].[H-].C[O:8][C:9](=O)[C:10]1[CH:15]=[C:14]([O:16][C:17]2[CH:22]=[CH:21][CH:20]=[CH:19][CH:18]=2)[CH:13]=[N:12][CH:11]=1.O.[OH-].[Na+].